From a dataset of Full USPTO retrosynthesis dataset with 1.9M reactions from patents (1976-2016). Predict the reactants needed to synthesize the given product. (1) Given the product [Cl:5][C:6]1[CH:15]=[C:14]([I:16])[C:13]([O:17][CH:2]([CH3:4])[CH3:3])=[C:12]2[C:7]=1[CH:8]=[CH:9][CH:10]=[N:11]2, predict the reactants needed to synthesize it. The reactants are: Br[CH:2]([CH3:4])[CH3:3].[Cl:5][C:6]1[CH:15]=[C:14]([I:16])[C:13]([OH:17])=[C:12]2[C:7]=1[CH:8]=[CH:9][CH:10]=[N:11]2.C([O-])([O-])=O.[K+].[K+].[NH4+].[Cl-]. (2) Given the product [CH3:1][N:2]1[CH2:18][CH2:17][C:5]2[N:6]([CH2:14][CH2:15][NH:16][C:32]([CH:29]3[CH2:30][CH2:31][N:26]([C:24]([O:23][C:19]([CH3:22])([CH3:21])[CH3:20])=[O:25])[CH2:27][CH2:28]3)=[O:33])[C:7]3[CH:8]=[CH:9][C:10]([CH3:13])=[CH:11][C:12]=3[C:4]=2[CH2:3]1, predict the reactants needed to synthesize it. The reactants are: [CH3:1][N:2]1[CH2:18][CH2:17][C:5]2[N:6]([CH2:14][CH2:15][NH2:16])[C:7]3[CH:8]=[CH:9][C:10]([CH3:13])=[CH:11][C:12]=3[C:4]=2[CH2:3]1.[C:19]([O:23][C:24]([N:26]1[CH2:31][CH2:30][CH:29]([C:32](O)=[O:33])[CH2:28][CH2:27]1)=[O:25])([CH3:22])([CH3:21])[CH3:20].C1(N=C=NC2CCCCC2)CCCCC1.